This data is from Catalyst prediction with 721,799 reactions and 888 catalyst types from USPTO. The task is: Predict which catalyst facilitates the given reaction. (1) The catalyst class is: 14. Reactant: [N+:1]([C:4]1[CH:9]=[CH:8][C:7]([C:10]2[S:11][C:12]3[CH:18]=[C:17]([O:19][CH3:20])[CH:16]=[CH:15][C:13]=3[N:14]=2)=[CH:6][C:5]=1[C:21]([F:24])([F:23])[F:22])([O-])=O.O.O.[Sn](Cl)Cl.CCCCCC.CCOC(C)=O. Product: [NH2:1][C:4]1[CH:9]=[CH:8][C:7]([C:10]2[S:11][C:12]3[CH:18]=[C:17]([O:19][CH3:20])[CH:16]=[CH:15][C:13]=3[N:14]=2)=[CH:6][C:5]=1[C:21]([F:23])([F:24])[F:22]. (2) Reactant: C[O:2][C:3](=[O:14])[CH:4]([C:6]1[CH:11]=[CH:10][C:9]([C:12]#[N:13])=[CH:8][CH:7]=1)O.[CH:15]1([SH:20])[CH2:19][CH2:18][CH2:17][CH2:16]1.[NH2:21][C:22]1[S:23][CH:24]=[CH:25][N:26]=1. Product: [CH:15]1([S:20][CH:4]([C:6]2[CH:11]=[CH:10][C:9]([C:12]#[N:13])=[CH:8][CH:7]=2)[C:3]([OH:2])=[O:14])[CH2:19][CH2:18][CH2:17][CH2:16]1.[CH:15]1([S:20][CH:4]([C:6]2[CH:7]=[CH:8][C:9]([C:12]#[N:13])=[CH:10][CH:11]=2)[C:3]([NH:21][C:22]2[S:23][CH:24]=[CH:25][N:26]=2)=[O:14])[CH2:19][CH2:18][CH2:17][CH2:16]1. The catalyst class is: 1. (3) Reactant: [C:1]1([C:7]2[NH:11][C:10]3[CH:12]=[CH:13][CH:14]=[C:15]([C:16]([OH:18])=O)[C:9]=3[N:8]=2)[CH:6]=[CH:5][CH:4]=[CH:3][CH:2]=1.[CH:19]1[N:23]=[CH:22][N:21](C([N:21]2[CH:22]=[N:23][CH:19]=[CH:20]2)=O)[CH:20]=1. Product: [N:21]1([C:16]([C:15]2[C:9]3[N:8]=[C:7]([C:1]4[CH:2]=[CH:3][CH:4]=[CH:5][CH:6]=4)[NH:11][C:10]=3[CH:12]=[CH:13][CH:14]=2)=[O:18])[CH:20]=[CH:19][N:23]=[CH:22]1. The catalyst class is: 3. (4) Reactant: C([N:8]([CH2:16][C@H:17]1[N:21]([C:22]2[CH:27]=[CH:26][C:25]([O:28][CH2:29][CH2:30][CH2:31][N:32]3[CH2:36][CH2:35][CH2:34][CH:33]3[CH3:37])=[CH:24][CH:23]=2)[C:20](=[O:38])[CH2:19][CH2:18]1)CC1C=CC=CC=1)C1C=CC=CC=1. Product: [NH2:8][CH2:16][C@H:17]1[N:21]([C:22]2[CH:23]=[CH:24][C:25]([O:28][CH2:29][CH2:30][CH2:31][N:32]3[CH2:36][CH2:35][CH2:34][CH:33]3[CH3:37])=[CH:26][CH:27]=2)[C:20](=[O:38])[CH2:19][CH2:18]1. The catalyst class is: 105.